Dataset: Reaction yield outcomes from USPTO patents with 853,638 reactions. Task: Predict the reaction yield, written as a fraction of the theoretical maximum amount of product (1.0 means a 100% yield; for example, 0.34 means a 34% yield). (1) The reactants are [CH:1]([NH:4][C:5]([C@@H:7]1[CH2:12][CH2:11][C@H:10]([N:13]2[C:21]3[CH:20]=[C:19]([O:22][CH2:23][CH2:24][N:25]4[CH2:30][CH2:29][CH2:28][CH2:27][CH2:26]4)[N:18]=[CH:17][C:16]=3[NH:15]/[C:14]/2=[N:31]\C(C2C=CC3C=CSC=3C=2)=O)[CH2:9][CH2:8]1)=[O:6])([CH3:3])[CH3:2].[F:43][C:44]1[CH:45]=[C:46]([CH:50]=[C:51]([O:53][CH3:54])[CH:52]=1)[C:47]([OH:49])=O. No catalyst specified. The product is [F:43][C:44]1[CH:45]=[C:46]([CH:50]=[C:51]([O:53][CH3:54])[CH:52]=1)[C:47](/[N:31]=[C:14]1/[N:13]([C@H:10]2[CH2:9][CH2:8][C@@H:7]([C:5](=[O:6])[NH:4][CH:1]([CH3:2])[CH3:3])[CH2:12][CH2:11]2)[C:21]2[CH:20]=[C:19]([O:22][CH2:23][CH2:24][N:25]3[CH2:30][CH2:29][CH2:28][CH2:27][CH2:26]3)[N:18]=[CH:17][C:16]=2[NH:15]/1)=[O:49]. The yield is 0.438. (2) The reactants are [F:1][C:2]1[CH:23]=[C:22]([N+:24]([O-])=O)[CH:21]=[CH:20][C:3]=1[O:4][C:5]1[C:6]2[NH:13][C:12]([C:14]3[CH:19]=[CH:18][CH:17]=[CH:16][CH:15]=3)=[CH:11][C:7]=2[N:8]=[CH:9][N:10]=1. The catalyst is C(O)(=O)C.[Fe]. The product is [F:1][C:2]1[CH:23]=[C:22]([NH2:24])[CH:21]=[CH:20][C:3]=1[O:4][C:5]1[C:6]2[NH:13][C:12]([C:14]3[CH:19]=[CH:18][CH:17]=[CH:16][CH:15]=3)=[CH:11][C:7]=2[N:8]=[CH:9][N:10]=1. The yield is 0.400. (3) The reactants are [F:1][C:2]1[CH:11]=[C:10]([C:12]2[C:13]([CH3:43])([CH3:42])[C@H:14]3[C@:27]([CH3:30])([CH2:28][CH:29]=2)[C@@H:26]2[C@:17]([CH3:41])([C@@:18]4([CH3:40])[C@H:23]([CH2:24][CH2:25]2)[C@H:22]2[C@H:31]([C:34]([CH3:36])=[CH2:35])[CH2:32][CH2:33][C@:21]2([N:37]=C=O)[CH2:20][CH2:19]4)[CH2:16][CH2:15]3)[CH:9]=[CH:8][C:3]=1[C:4]([O:6][CH3:7])=[O:5].[ClH:44]. The catalyst is C1COCC1.O. The product is [ClH:44].[ClH:44].[NH2:37][C@:21]12[CH2:33][CH2:32][C@@H:31]([C:34]([CH3:36])=[CH2:35])[C@@H:22]1[C@@H:23]1[C@@:18]([CH3:40])([CH2:19][CH2:20]2)[C@@:17]2([CH3:41])[C@@H:26]([C@:27]3([CH3:30])[C@@H:14]([CH2:15][CH2:16]2)[C:13]([CH3:42])([CH3:43])[C:12]([C:10]2[CH:9]=[CH:8][C:3]([C:4]([O:6][CH3:7])=[O:5])=[C:2]([F:1])[CH:11]=2)=[CH:29][CH2:28]3)[CH2:25][CH2:24]1. The yield is 0.870. (4) The reactants are [Br:1][C:2]1[CH:3]=[C:4]2[C:9](=[CH:10][CH:11]=1)[NH:8][C:7](=[O:12])[CH2:6][NH:5]2.C=O.O.[C:16](O)(=O)C.[BH3-]C#N.[Na+]. The catalyst is CO. The product is [Br:1][C:2]1[CH:3]=[C:4]2[C:9](=[CH:10][CH:11]=1)[NH:8][C:7](=[O:12])[CH2:6][N:5]2[CH3:16]. The yield is 0.940.